This data is from NCI-60 drug combinations with 297,098 pairs across 59 cell lines. The task is: Regression. Given two drug SMILES strings and cell line genomic features, predict the synergy score measuring deviation from expected non-interaction effect. (1) Drug 1: CN(C)C1=NC(=NC(=N1)N(C)C)N(C)C. Drug 2: CC1=C(C=C(C=C1)C(=O)NC2=CC(=CC(=C2)C(F)(F)F)N3C=C(N=C3)C)NC4=NC=CC(=N4)C5=CN=CC=C5. Cell line: 786-0. Synergy scores: CSS=-8.16, Synergy_ZIP=1.44, Synergy_Bliss=-4.43, Synergy_Loewe=-8.54, Synergy_HSA=-7.54. (2) Drug 1: C1C(C(OC1N2C=C(C(=O)NC2=O)F)CO)O. Drug 2: CC1CCCC2(C(O2)CC(NC(=O)CC(C(C(=O)C(C1O)C)(C)C)O)C(=CC3=CSC(=N3)C)C)C. Cell line: RPMI-8226. Synergy scores: CSS=65.5, Synergy_ZIP=-0.429, Synergy_Bliss=-1.66, Synergy_Loewe=-1.90, Synergy_HSA=0.516. (3) Drug 1: CN(C)N=NC1=C(NC=N1)C(=O)N. Drug 2: CC=C1C(=O)NC(C(=O)OC2CC(=O)NC(C(=O)NC(CSSCCC=C2)C(=O)N1)C(C)C)C(C)C. Cell line: UACC62. Synergy scores: CSS=67.8, Synergy_ZIP=-3.63, Synergy_Bliss=-2.01, Synergy_Loewe=-29.7, Synergy_HSA=-1.32. (4) Drug 1: CC1=C2C(C(=O)C3(C(CC4C(C3C(C(C2(C)C)(CC1OC(=O)C(C(C5=CC=CC=C5)NC(=O)C6=CC=CC=C6)O)O)OC(=O)C7=CC=CC=C7)(CO4)OC(=O)C)O)C)OC(=O)C. Drug 2: C1CN1C2=NC(=NC(=N2)N3CC3)N4CC4. Cell line: MDA-MB-231. Synergy scores: CSS=21.1, Synergy_ZIP=-11.6, Synergy_Bliss=-12.1, Synergy_Loewe=-7.39, Synergy_HSA=-6.75. (5) Drug 1: C1C(C(OC1N2C=C(C(=O)NC2=O)F)CO)O. Drug 2: CC(C)(C#N)C1=CC(=CC(=C1)CN2C=NC=N2)C(C)(C)C#N. Cell line: A498. Synergy scores: CSS=21.1, Synergy_ZIP=-5.68, Synergy_Bliss=-7.14, Synergy_Loewe=-11.7, Synergy_HSA=-2.10. (6) Synergy scores: CSS=14.3, Synergy_ZIP=-2.87, Synergy_Bliss=3.66, Synergy_Loewe=5.80, Synergy_HSA=5.88. Cell line: UO-31. Drug 2: CN1C2=C(C=C(C=C2)N(CCCl)CCCl)N=C1CCCC(=O)O.Cl. Drug 1: CC(C1=C(C=CC(=C1Cl)F)Cl)OC2=C(N=CC(=C2)C3=CN(N=C3)C4CCNCC4)N. (7) Drug 1: CCC1=C2CN3C(=CC4=C(C3=O)COC(=O)C4(CC)O)C2=NC5=C1C=C(C=C5)O. Drug 2: B(C(CC(C)C)NC(=O)C(CC1=CC=CC=C1)NC(=O)C2=NC=CN=C2)(O)O. Cell line: UACC-257. Synergy scores: CSS=51.7, Synergy_ZIP=-4.17, Synergy_Bliss=-3.52, Synergy_Loewe=-5.59, Synergy_HSA=-1.09. (8) Drug 1: CC1CCC2CC(C(=CC=CC=CC(CC(C(=O)C(C(C(=CC(C(=O)CC(OC(=O)C3CCCCN3C(=O)C(=O)C1(O2)O)C(C)CC4CCC(C(C4)OC)OCCO)C)C)O)OC)C)C)C)OC. Drug 2: CS(=O)(=O)CCNCC1=CC=C(O1)C2=CC3=C(C=C2)N=CN=C3NC4=CC(=C(C=C4)OCC5=CC(=CC=C5)F)Cl. Cell line: A549. Synergy scores: CSS=1.50, Synergy_ZIP=5.95, Synergy_Bliss=9.54, Synergy_Loewe=3.83, Synergy_HSA=4.37. (9) Drug 1: CCCS(=O)(=O)NC1=C(C(=C(C=C1)F)C(=O)C2=CNC3=C2C=C(C=N3)C4=CC=C(C=C4)Cl)F. Drug 2: C1=C(C(=O)NC(=O)N1)N(CCCl)CCCl. Cell line: SNB-75. Synergy scores: CSS=16.6, Synergy_ZIP=4.86, Synergy_Bliss=4.43, Synergy_Loewe=-0.332, Synergy_HSA=3.07. (10) Drug 1: CC1=CC2C(CCC3(C2CCC3(C(=O)C)OC(=O)C)C)C4(C1=CC(=O)CC4)C. Drug 2: CN(C)N=NC1=C(NC=N1)C(=O)N. Cell line: NCI-H226. Synergy scores: CSS=-8.96, Synergy_ZIP=3.56, Synergy_Bliss=-3.31, Synergy_Loewe=-10.7, Synergy_HSA=-9.22.